This data is from Forward reaction prediction with 1.9M reactions from USPTO patents (1976-2016). The task is: Predict the product of the given reaction. Given the reactants [I:1][C:2]1[C:3]([NH2:10])=[N:4][CH:5]=[C:6]([N+]#[C-])[CH:7]=1.[Cl-].[NH4+].[N-:13]=[N+:14]=[N-:15].[Na+].Cl.[CH3:18][N:19](C)C=O, predict the reaction product. The product is: [I:1][C:2]1[C:3]([NH2:10])=[N:4][CH:5]=[C:6]([C:18]2[N:13]=[N:14][NH:15][N:19]=2)[CH:7]=1.